The task is: Predict the reaction yield, written as a fraction of the theoretical maximum amount of product (1.0 means a 100% yield; for example, 0.34 means a 34% yield).. This data is from Reaction yield outcomes from USPTO patents with 853,638 reactions. (1) The reactants are [C:1]([C:3]1[CH:8]=[CH:7][CH:6]=[CH:5][C:4]=1[C:9]1[CH:14]=[CH:13][C:12]([CH2:15][C:16]2[C:17](=[O:39])[N:18]([C@@H:28]3[CH2:31][C@H:30]([O:32][CH2:33]C(OCC)=O)[CH2:29]3)[C:19]3[N:20]([N:25]=[CH:26][N:27]=3)[C:21]=2[CH2:22][CH2:23][CH3:24])=[CH:11][CH:10]=1)#[N:2].C[Mg]Br.[Cl-].[NH4+]. The catalyst is O1CCCC1. The product is [OH:32][C:30]([CH3:31])([CH3:29])[CH2:33][O:32][C@@H:30]1[CH2:31][C@H:28]([N:18]2[C:17](=[O:39])[C:16]([CH2:15][C:12]3[CH:13]=[CH:14][C:9]([C:4]4[C:3]([C:1]#[N:2])=[CH:8][CH:7]=[CH:6][CH:5]=4)=[CH:10][CH:11]=3)=[C:21]([CH2:22][CH2:23][CH3:24])[N:20]3[N:25]=[CH:26][N:27]=[C:19]23)[CH2:29]1. The yield is 0.780. (2) The reactants are [CH:1]1([CH2:4][C:5]([CH:7]2[C:12](=O)[CH2:11][C:10]([CH3:15])([CH3:14])[CH2:9][C:8]2=[O:16])=O)[CH2:3][CH2:2]1.[NH:17]([C:19]1[C:26]([F:27])=[CH:25][C:22]([C:23]#[N:24])=[C:21]([F:28])[CH:20]=1)[NH2:18].CCO. The catalyst is CCOC(C)=O. The product is [CH:1]1([CH2:4][C:5]2[C:7]3[C:8](=[O:16])[CH2:9][C:10]([CH3:15])([CH3:14])[CH2:11][C:12]=3[N:17]([C:19]3[C:26]([F:27])=[CH:25][C:22]([C:23]#[N:24])=[C:21]([F:28])[CH:20]=3)[N:18]=2)[CH2:2][CH2:3]1. The yield is 0.700.